From a dataset of Choline transporter screen with 302,306 compounds. Binary Classification. Given a drug SMILES string, predict its activity (active/inactive) in a high-throughput screening assay against a specified biological target. (1) The drug is S(=O)(=O)(Nc1c(C(=O)Nc2c(OC)cccc2)cccc1)c1sccc1. The result is 0 (inactive). (2) The compound is O=C(NC1CCCc2c1cccc2)CN1C(=O)N(CCCC)C(=O)C1=O. The result is 0 (inactive). (3) The molecule is S(=O)(=O)(N(C1CCCCC1)Cc1onc(n1)c1ccccc1)c1ccccc1. The result is 0 (inactive). (4) The drug is S(c1nc(=O)n(c2CCCCc12)CCN1CCOCC1)CC(=O)Nc1c(F)cc(F)cc1. The result is 0 (inactive). (5) The result is 0 (inactive). The drug is O(C(C)(C)C)C(=O)NN\C(=C1/N=CC=C1)C.